From a dataset of Forward reaction prediction with 1.9M reactions from USPTO patents (1976-2016). Predict the product of the given reaction. (1) Given the reactants [CH3:1][O:2][C:3]1[CH:9]=[CH:8][C:7]([O:10][CH3:11])=[CH:6][C:4]=1[NH2:5].C(N(CC)CC)C.[Cl-].ClC1N(C)CC[NH+]1C.[CH3:28][O:29][C:30]1[C:31](=[O:54])[C:32]([CH3:53])=[C:33]([CH2:39][C:40]2[CH:41]=[CH:42][C:43]([O:49][C:50](=[O:52])[CH3:51])=[C:44]([CH:48]=2)[C:45](O)=[O:46])[C:34](=[O:38])[C:35]=1[O:36][CH3:37], predict the reaction product. The product is: [CH3:28][O:29][C:30]1[C:31](=[O:54])[C:32]([CH3:53])=[C:33]([CH2:39][C:40]2[CH:41]=[CH:42][C:43]([O:49][C:50](=[O:52])[CH3:51])=[C:44]([CH:48]=2)[C:45]([NH:5][C:4]2[CH:6]=[C:7]([O:10][CH3:11])[CH:8]=[CH:9][C:3]=2[O:2][CH3:1])=[O:46])[C:34](=[O:38])[C:35]=1[O:36][CH3:37]. (2) Given the reactants [OH:1][CH2:2][C:3]1[CH:13]=[CH:12][C:6]2[NH:7][C:8](=[O:11])[CH2:9][O:10][C:5]=2[CH:4]=1.ClCCl, predict the reaction product. The product is: [O:11]=[C:8]1[NH:7][C:6]2[CH:12]=[CH:13][C:3]([CH:2]=[O:1])=[CH:4][C:5]=2[O:10][CH2:9]1. (3) Given the reactants [CH2:1]([C:4]1[N:5]([CH2:17][CH2:18][CH2:19][C:20]([O:22]CC)=O)[C:6]2[C:15]3[N:14]=[CH:13][CH:12]=[CH:11][C:10]=3[N:9]=[CH:8][C:7]=2[N:16]=1)[CH2:2][CH3:3].[CH2:25](C1N(CCCC(OCC)=O)C2C3N=CC=CC=3N=CC=2N=1)CCC, predict the reaction product. The product is: [CH2:1]([C:4]1[N:5]([CH2:17][CH2:18][CH2:19][C:20](=[O:22])[CH3:25])[C:6]2[C:15]3[N:14]=[CH:13][CH:12]=[CH:11][C:10]=3[N:9]=[CH:8][C:7]=2[N:16]=1)[CH2:2][CH3:3]. (4) Given the reactants [OH:1][C:2]1[CH:7]=[CH:6][CH:5]=[CH:4][C:3]=1[C:8]1[C:9]([O:16][CH3:17])=[CH:10][C:11](=[O:15])[N:12]([CH3:14])[N:13]=1.Br.Br[CH2:20][C:21]1[CH:26]=[CH:25][CH:24]=[CH:23][N:22]=1.C(=O)([O-])[O-].[K+].[K+], predict the reaction product. The product is: [CH3:17][O:16][C:9]1[C:8]([C:3]2[CH:4]=[CH:5][CH:6]=[CH:7][C:2]=2[O:1][CH2:20][C:21]2[CH:26]=[CH:25][CH:24]=[CH:23][N:22]=2)=[N:13][N:12]([CH3:14])[C:11](=[O:15])[CH:10]=1. (5) Given the reactants [CH3:1][CH2:2][O:3][C:4]1[CH:5]=[CH:6][CH:7]=[CH:8][C:9]=1[O:10][CH:11]([CH:18]1[O:23][CH2:22][CH2:21][NH:20][CH2:19]1)[C:12]1[CH:13]=[CH:14][CH:15]=[CH:16][CH:17]=1.CS(O)(=O)=O.[OH-].[Na+].CCOC1C=CC=CC=1OC(C1OCCNC1)C1C=CC=CC=1.[C:54]([OH:64])(=[O:63])[C@H:55]([C:57]1[CH:62]=[CH:61][CH:60]=[CH:59][CH:58]=1)[OH:56], predict the reaction product. The product is: [CH3:1][CH2:2][O:3][C:4]1[CH:5]=[CH:6][CH:7]=[CH:8][C:9]=1[O:10][C@H:11]([C@H:18]1[O:23][CH2:22][CH2:21][NH:20][CH2:19]1)[C:12]1[CH:17]=[CH:16][CH:15]=[CH:14][CH:13]=1.[C:54]([O-:64])(=[O:63])[CH:55]([C:57]1[CH:62]=[CH:61][CH:60]=[CH:59][CH:58]=1)[OH:56].